Dataset: Full USPTO retrosynthesis dataset with 1.9M reactions from patents (1976-2016). Task: Predict the reactants needed to synthesize the given product. (1) Given the product [F:25][C:26]1[CH:31]=[C:30]([F:32])[CH:29]=[CH:28][C:27]=1[N:33]1[C:5]([C:7]2[C:12](=[O:13])[CH:11]=[CH:10][N:9]([C:14]3[CH:19]=[CH:18][CH:17]=[C:16]([S:20]([CH3:23])(=[O:22])=[O:21])[CH:15]=3)[N:8]=2)=[CH:4][CH:3]=[N:2]1, predict the reactants needed to synthesize it. The reactants are: C[N:2](C)/[CH:3]=[CH:4]/[C:5]([C:7]1[C:12](=[O:13])[CH:11]=[CH:10][N:9]([C:14]2[CH:19]=[CH:18][CH:17]=[C:16]([S:20]([CH3:23])(=[O:22])=[O:21])[CH:15]=2)[N:8]=1)=O.[F:25][C:26]1[CH:31]=[C:30]([F:32])[CH:29]=[CH:28][C:27]=1[NH:33]N. (2) The reactants are: [CH3:1][O:2][CH2:3][CH2:4][NH2:5].C(=O)([O-])[O-].[K+].[K+].[N+:12]([C:15]1[CH:22]=[CH:21][C:18]([CH2:19]Br)=[CH:17][CH:16]=1)([O-:14])=[O:13]. Given the product [CH3:1][O:2][CH2:3][CH2:4][N:5]([CH2:19][C:18]1[CH:21]=[CH:22][C:15]([N+:12]([O-:14])=[O:13])=[CH:16][CH:17]=1)[CH2:19][C:18]1[CH:21]=[CH:22][C:15]([N+:12]([O-:14])=[O:13])=[CH:16][CH:17]=1, predict the reactants needed to synthesize it. (3) Given the product [ClH:24].[NH2:7][C@H:8]1[CH2:12][CH2:11][N:10]([CH2:13][C:14]2[CH:23]=[C:22]3[C:17]([CH:18]=[CH:19][N:20]=[C:21]3[Cl:24])=[CH:16][CH:15]=2)[C:9]1=[O:25], predict the reactants needed to synthesize it. The reactants are: C(OC(=O)[NH:7][C@H:8]1[CH2:12][CH2:11][N:10]([CH2:13][C:14]2[CH:23]=[C:22]3[C:17]([CH:18]=[CH:19][N:20]=[C:21]3[Cl:24])=[CH:16][CH:15]=2)[C:9]1=[O:25])(C)(C)C.Cl. (4) Given the product [CH2:7]([C:10]1[CH:15]=[CH:14][C:13]([CH2:16][CH2:17][CH2:18][OH:19])=[CH:12][CH:11]=1)[CH2:8][CH3:9], predict the reactants needed to synthesize it. The reactants are: [H-].[Al+3].[Li+].[H-].[H-].[H-].[CH2:7]([C:10]1[CH:15]=[CH:14][C:13]([CH2:16][CH2:17][C:18](OCC)=[O:19])=[CH:12][CH:11]=1)[CH2:8][CH3:9].C(OCC)(=O)C.N. (5) The reactants are: [CH2:1]([O:3][C:4](=[O:31])[C:5]1[CH:10]=[CH:9][C:8]([N:11]2[CH2:16][CH2:15][CH:14]([C:17](=[O:29])[NH:18][S:19]([CH2:22][C:23]3[CH:28]=[CH:27][CH:26]=[CH:25][CH:24]=3)(=[O:21])=[O:20])[CH2:13][CH2:12]2)=[N:7][C:6]=1[Cl:30])[CH3:2].C1C(=O)N([Cl:39])C(=O)C1. Given the product [CH2:1]([O:3][C:4](=[O:31])[C:5]1[CH:10]=[C:9]([Cl:39])[C:8]([N:11]2[CH2:16][CH2:15][CH:14]([C:17](=[O:29])[NH:18][S:19]([CH2:22][C:23]3[CH:28]=[CH:27][CH:26]=[CH:25][CH:24]=3)(=[O:21])=[O:20])[CH2:13][CH2:12]2)=[N:7][C:6]=1[Cl:30])[CH3:2], predict the reactants needed to synthesize it. (6) The reactants are: [CH:1]1([C:7]2([CH3:14])[NH:11][C:10](=[O:12])[NH:9][C:8]2=[O:13])[CH2:6][CH2:5][CH2:4][CH2:3][CH2:2]1.C([O-])([O-])=O.[K+].[K+].CN(C=O)C.[CH2:26](Br)[CH:27]=[CH2:28]. Given the product [CH2:28]([N:9]1[C:8](=[O:13])[C:7]([CH:1]2[CH2:2][CH2:3][CH2:4][CH2:5][CH2:6]2)([CH3:14])[NH:11][C:10]1=[O:12])[CH:27]=[CH2:26], predict the reactants needed to synthesize it. (7) Given the product [Cl:1][C:2]1[CH:10]=[C:9]([CH:8]=[CH:7][C:3]=1[C:4]([N:31]1[CH2:32][CH2:33][C:34]2[NH:26][CH:27]=[N:28][C:29]=2[CH2:30]1)=[O:5])[C:11]([NH:13][CH:14]([C:16]1[NH:20][C:19]2[CH:21]=[CH:22][C:23]([Cl:25])=[CH:24][C:18]=2[N:17]=1)[CH3:15])=[O:12], predict the reactants needed to synthesize it. The reactants are: [Cl:1][C:2]1[CH:10]=[C:9]([C:11]([NH:13][CH:14]([C:16]2[NH:20][C:19]3[CH:21]=[CH:22][C:23]([Cl:25])=[CH:24][C:18]=3[N:17]=2)[CH3:15])=[O:12])[CH:8]=[CH:7][C:3]=1[C:4](O)=[O:5].[NH:26]1[C:34]2[CH2:33][CH2:32][NH:31][CH2:30][C:29]=2[N:28]=[CH:27]1.C(N(C(C)C)CC)(C)C.ClCl.